Dataset: Catalyst prediction with 721,799 reactions and 888 catalyst types from USPTO. Task: Predict which catalyst facilitates the given reaction. (1) Reactant: [CH3:1][O:2][C:3]([C:5]1[C:10]([OH:11])=[C:9]([OH:12])[N:8]=[C:7]([C@@H:13]2[CH2:17][C@H:16]([F:18])[CH2:15][N:14]2[C:19]([O:21][CH2:22][C:23]2[CH:28]=[CH:27][CH:26]=[CH:25][CH:24]=2)=[O:20])[N:6]=1)=[O:4].[C:29](O[C:29](=[O:36])[C:30]1[CH:35]=[CH:34][CH:33]=[CH:32][CH:31]=1)(=[O:36])[C:30]1[CH:35]=[CH:34][CH:33]=[CH:32][CH:31]=1. Product: [CH3:1][O:2][C:3]([C:5]1[C:10]([O:11][C:29](=[O:36])[C:30]2[CH:35]=[CH:34][CH:33]=[CH:32][CH:31]=2)=[C:9]([OH:12])[N:8]=[C:7]([C@@H:13]2[CH2:17][C@H:16]([F:18])[CH2:15][N:14]2[C:19]([O:21][CH2:22][C:23]2[CH:28]=[CH:27][CH:26]=[CH:25][CH:24]=2)=[O:20])[N:6]=1)=[O:4]. The catalyst class is: 17. (2) Product: [CH3:1][S:2]([CH2:5][CH2:6][O:7][C:8]1[CH:9]=[C:10]([C:19]2[N:20]=[C:21]3[C:27]([C:28](=[O:33])[C:29]([CH3:31])([CH3:30])[CH3:32])=[CH:26][NH:25][C:22]3=[N:23][CH:24]=2)[CH:11]=[C:12]([N:14]2[CH2:18][CH2:17][CH2:16][CH2:15]2)[CH:13]=1)(=[O:4])=[O:3]. Reactant: [CH3:1][S:2]([CH2:5][CH2:6][O:7][C:8]1[CH:9]=[C:10]([C:19]2[N:20]=[C:21]3[C:27]([C:28](=[O:33])[C:29]([CH3:32])([CH3:31])[CH3:30])=[CH:26][N:25](COCC[Si](C)(C)C)[C:22]3=[N:23][CH:24]=2)[CH:11]=[C:12]([N:14]2[CH2:18][CH2:17][CH2:16][CH2:15]2)[CH:13]=1)(=[O:4])=[O:3].CO.Cl.C([O-])(O)=O.[Na+]. The catalyst class is: 25. (3) Reactant: FC(F)(F)C([N:5]1[CH2:11][CH:10]([CH3:12])[C:9]2[C:13]([F:18])=[C:14]([Cl:17])[CH:15]=[CH:16][C:8]=2[CH2:7][CH2:6]1)=O.[OH-].[Na+]. Product: [Cl:17][C:14]1[CH:15]=[CH:16][C:8]2[CH2:7][CH2:6][NH:5][CH2:11][CH:10]([CH3:12])[C:9]=2[C:13]=1[F:18]. The catalyst class is: 5. (4) Reactant: [CH2:1]([C:8]1[C:17]([O:18]C)=[CH:16][CH:15]=[C:14]2[C:9]=1[C:10](=[O:27])[N:11]([CH2:22][CH2:23][CH2:24][CH2:25][OH:26])[C:12](=[O:21])[N:13]2[CH3:20])[C:2]1[CH:7]=[CH:6][CH:5]=[CH:4][CH:3]=1.B(Br)(Br)Br.C([O-])([O-])=O.[Na+].[Na+]. Product: [CH2:1]([C:8]1[C:17]([OH:18])=[CH:16][CH:15]=[C:14]2[C:9]=1[C:10](=[O:27])[N:11]([CH2:22][CH2:23][CH2:24][CH2:25][OH:26])[C:12](=[O:21])[N:13]2[CH3:20])[C:2]1[CH:7]=[CH:6][CH:5]=[CH:4][CH:3]=1. The catalyst class is: 34. (5) Product: [NH2:1][C:4]1[CH:9]=[CH:8][C:7]([N:10]2[CH2:11][CH2:12][CH:13]([C:16]([O:18][CH3:19])=[O:17])[CH2:14][CH2:15]2)=[CH:6][CH:5]=1. Reactant: [N+:1]([C:4]1[CH:9]=[CH:8][C:7]([N:10]2[CH2:15][CH2:14][CH:13]([C:16]([O:18][CH3:19])=[O:17])[CH2:12][CH2:11]2)=[CH:6][CH:5]=1)([O-])=O.Cl.C(=O)([O-])[O-].[Na+].[Na+]. The catalyst class is: 406. (6) Reactant: C([Sn](CCCC)(CCCC)[C:6]1[N:7]=[CH:8][N:9]([C:11]2[CH:16]=[C:15]([C:17]([F:20])([F:19])[F:18])[CH:14]=[C:13]([C:21]3[CH:26]=[CH:25][C:24]([C:27]([F:30])([F:29])[F:28])=[CH:23][CH:22]=3)[N:12]=2)[CH:10]=1)CCC.Br[C:40]1[CH:41]=[C:42]([S:46]([NH2:49])(=[O:48])=[O:47])[CH:43]=[N:44][CH:45]=1.CCCCCCC. Product: [F:20][C:17]([F:18])([F:19])[C:15]1[CH:14]=[C:13]([C:21]2[CH:22]=[CH:23][C:24]([C:27]([F:30])([F:28])[F:29])=[CH:25][CH:26]=2)[N:12]=[C:11]([N:9]2[CH:10]=[C:6]([C:40]3[CH:41]=[C:42]([S:46]([NH2:49])(=[O:48])=[O:47])[CH:43]=[N:44][CH:45]=3)[N:7]=[CH:8]2)[CH:16]=1. The catalyst class is: 109. (7) Reactant: [CH3:1][C@@H:2]1[N:6]2[C:7]3[C:16]4[C:11](=[CH:12][CH:13]=[CH:14][CH:15]=4)[N:10]=[CH:9][C:8]=3[N:17]=[C:5]2[N:4]([C:18]([O:20][C:21]([CH3:24])([CH3:23])[CH3:22])=[O:19])[CH2:3]1.C1C=C(Cl)C=C(C(OO)=[O:33])C=1.C([O-])([O-])=O.[Na+].[Na+]. Product: [CH3:1][C@@H:2]1[N:6]2[C:7]3[C:16]4[C:11](=[CH:12][CH:13]=[CH:14][CH:15]=4)[N+:10]([O-:33])=[CH:9][C:8]=3[N:17]=[C:5]2[N:4]([C:18]([O:20][C:21]([CH3:23])([CH3:22])[CH3:24])=[O:19])[CH2:3]1. The catalyst class is: 22.